From a dataset of Forward reaction prediction with 1.9M reactions from USPTO patents (1976-2016). Predict the product of the given reaction. Given the reactants [CH2:1]([C:3]1[CH:8]=[C:7]([F:9])[CH:6]=[CH:5][C:4]=1[OH:10])[CH3:2].[OH-].[K+].COC1C=C(OC)C=CC=1C[N:18]([C:30]1[S:34][N:33]=[CH:32][N:31]=1)[S:19]([C:22]1[CH:27]=[CH:26][C:25](F)=[C:24]([I:29])[CH:23]=1)(=[O:21])=[O:20].C(O)(C(F)(F)F)=O, predict the reaction product. The product is: [CH2:1]([C:3]1[CH:8]=[C:7]([F:9])[CH:6]=[CH:5][C:4]=1[O:10][C:25]1[CH:26]=[CH:27][C:22]([S:19]([NH:18][C:30]2[S:34][N:33]=[CH:32][N:31]=2)(=[O:20])=[O:21])=[CH:23][C:24]=1[I:29])[CH3:2].